From a dataset of Peptide-MHC class I binding affinity with 185,985 pairs from IEDB/IMGT. Regression. Given a peptide amino acid sequence and an MHC pseudo amino acid sequence, predict their binding affinity value. This is MHC class I binding data. (1) The peptide sequence is QFLKFSLPFPFLYKFLL. The MHC is HLA-A03:01 with pseudo-sequence HLA-A03:01. The binding affinity (normalized) is 0.262. (2) The peptide sequence is TLTAAVLMLV. The MHC is HLA-A02:17 with pseudo-sequence HLA-A02:17. The binding affinity (normalized) is 0.356. (3) The MHC is HLA-B40:01 with pseudo-sequence HLA-B40:01. The binding affinity (normalized) is 0.213. The peptide sequence is YLDNVGVHI. (4) The peptide sequence is ITTQWHLDM. The MHC is HLA-B15:17 with pseudo-sequence HLA-B15:17. The binding affinity (normalized) is 0.835.